The task is: Predict the reaction yield, written as a fraction of the theoretical maximum amount of product (1.0 means a 100% yield; for example, 0.34 means a 34% yield).. This data is from Reaction yield outcomes from USPTO patents with 853,638 reactions. (1) The product is [N:12]1([CH2:17][CH2:18][CH2:19][NH:20][C:21]([C:23]2[C:27]([CH:28]([CH3:30])[CH3:29])=[C:26]([CH:31]=[C:5]3[C:4]4[C:8](=[CH:9][CH:10]=[C:2]([Br:1])[CH:3]=4)[NH:7][C:6]3=[O:11])[NH:25][C:24]=2[CH:33]([CH3:35])[CH3:34])=[O:22])[CH2:16][CH2:15][CH2:14][CH2:13]1. The reactants are [Br:1][C:2]1[CH:3]=[C:4]2[C:8](=[CH:9][CH:10]=1)[NH:7][C:6](=[O:11])[CH2:5]2.[N:12]1([CH2:17][CH2:18][CH2:19][NH:20][C:21]([C:23]2[C:27]([CH:28]([CH3:30])[CH3:29])=[C:26]([CH:31]=O)[NH:25][C:24]=2[CH:33]([CH3:35])[CH3:34])=[O:22])[CH2:16][CH2:15][CH2:14][CH2:13]1. The yield is 0.150. No catalyst specified. (2) The reactants are [OH:1][C:2]1[CH:3]=[CH:4][C:5]([N+:10]([O-])=O)=[C:6]([CH:9]=1)[CH:7]=O.[C:13]([O:18][CH2:19][CH3:20])(=[O:17])[C:14]([CH3:16])=O.C(O)C.[Sn](Cl)Cl. The catalyst is [Cl-].[Zn+2].[Cl-].C(OCC)(=O)C. The product is [OH:1][C:2]1[CH:9]=[C:6]2[C:5](=[CH:4][CH:3]=1)[N:10]=[C:14]([C:13]([O:18][CH2:19][CH3:20])=[O:17])[CH:16]=[CH:7]2. The yield is 0.270. (3) The reactants are C([NH:9][C:10]1[O:11][C@@H:12]2[C@H:14]([C@@:15]([C:20]3[CH:21]=[C:22]([CH:27]=[CH:28][C:29]=3[F:30])[C:23]([O:25]C)=O)([CH:17]([F:19])[F:18])[N:16]=1)[CH2:13]2)(=O)C1C=CC=CC=1.[NH2:31][C:32]1[CH:37]=[CH:36][C:35]([Cl:38])=[CH:34][C:33]=1O. No catalyst specified. The product is [Cl:38][C:35]1[CH:36]=[CH:37][C:32]2[N:31]=[C:23]([C:22]3[CH:27]=[CH:28][C:29]([F:30])=[C:20]([C@@:15]4([CH:17]([F:18])[F:19])[C@H:14]5[C@H:12]([CH2:13]5)[O:11][C:10]([NH2:9])=[N:16]4)[CH:21]=3)[O:25][C:33]=2[CH:34]=1. The yield is 0.110.